From a dataset of Peptide-MHC class I binding affinity with 185,985 pairs from IEDB/IMGT. Regression. Given a peptide amino acid sequence and an MHC pseudo amino acid sequence, predict their binding affinity value. This is MHC class I binding data. (1) The peptide sequence is TSASFTDLY. The MHC is HLA-B46:01 with pseudo-sequence HLA-B46:01. The binding affinity (normalized) is 0.0847. (2) The binding affinity (normalized) is 0.141. The MHC is Mamu-B01 with pseudo-sequence Mamu-B01. The peptide sequence is MVSPLAVTWW.